Dataset: Full USPTO retrosynthesis dataset with 1.9M reactions from patents (1976-2016). Task: Predict the reactants needed to synthesize the given product. Given the product [CH2:42]([N:39]([CH2:40][CH3:41])[C:38]([CH:35]([CH2:36][CH3:37])[CH2:34][C@@H:10]1[CH2:9][NH:8][CH2:12][C@H:11]1[CH2:13][N:14]([CH:31]([CH3:32])[CH3:33])[C:15](=[O:30])[C:16]1[CH:21]=[CH:20][C:19]([O:22][CH3:23])=[C:18]([O:24][CH2:25][CH2:26][CH2:27][O:28][CH3:29])[CH:17]=1)=[O:49])[C:43]1[CH:48]=[CH:47][CH:46]=[CH:45][CH:44]=1, predict the reactants needed to synthesize it. The reactants are: C(OC([N:8]1[CH2:12][C@@H:11]([CH2:13][N:14]([CH:31]([CH3:33])[CH3:32])[C:15](=[O:30])[C:16]2[CH:21]=[CH:20][C:19]([O:22][CH3:23])=[C:18]([O:24][CH2:25][CH2:26][CH2:27][O:28][CH3:29])[CH:17]=2)[C@H:10]([CH2:34][CH:35]([C:38](=[O:49])[N:39]([CH2:42][C:43]2[CH:48]=[CH:47][CH:46]=[CH:45][CH:44]=2)[CH2:40][CH3:41])[CH2:36][CH3:37])[CH2:9]1)=O)(C)(C)C.CC#N.O.